This data is from Catalyst prediction with 721,799 reactions and 888 catalyst types from USPTO. The task is: Predict which catalyst facilitates the given reaction. (1) Reactant: C[O:2][C:3]1[CH:4]=[C:5]2[C:9](=[CH:10][CH:11]=1)[C:8](=[O:12])[O:7][C:6]2([CH3:14])[CH3:13].B(Br)(Br)Br.ClCCl. Product: [OH:2][C:3]1[CH:4]=[C:5]2[C:9](=[CH:10][CH:11]=1)[C:8](=[O:12])[O:7][C:6]2([CH3:14])[CH3:13]. The catalyst class is: 26. (2) Reactant: CS(C)=O.C(Cl)(=O)[C:6](Cl)=[O:7].[F:11][C:12]1[CH:13]=[C:14]([CH:18](O)[CH2:19]C)[CH:15]=[CH:16][CH:17]=1.CCN(CC)CC. Product: [F:11][C:12]1[CH:13]=[C:14]([CH:18]([CH3:19])[CH:6]=[O:7])[CH:15]=[CH:16][CH:17]=1. The catalyst class is: 232.